Dataset: hERG Central: cardiac toxicity at 1µM, 10µM, and general inhibition. Task: Predict hERG channel inhibition at various concentrations. (1) The drug is O=C(NCC1CCCO1)C(c1ccncc1)N(Cc1ccc(F)cc1)C(=O)CN1C(=O)c2ccccc2S1(=O)=O. Results: hERG_inhib (hERG inhibition (general)): blocker. (2) The molecule is COc1ccc(C(=O)N2CCN(C3CCCCC3)CC2)c(OC)c1. Results: hERG_inhib (hERG inhibition (general)): blocker. (3) The molecule is O=C(NCCN1CCN(C(=O)c2cccc([N+](=O)[O-])c2)CC1)C(=O)NCc1ccc(Cl)cc1. Results: hERG_inhib (hERG inhibition (general)): blocker.